Predict the product of the given reaction. From a dataset of Forward reaction prediction with 1.9M reactions from USPTO patents (1976-2016). (1) The product is: [C:1]([O:5][C:6]([N:8]1[C:17]2[C:12](=[CH:13][C:14]([C:18](=[O:19])[NH:59][C:56]3[CH:57]=[CH:58][C:53]([C:52]([O:51][CH2:49][CH3:50])=[O:60])=[CH:54][CH:55]=3)=[CH:15][CH:16]=2)[N:11]([S:21]([C:24]2[CH:29]=[C:28]([Cl:30])[CH:27]=[CH:26][C:25]=2[O:31][CH3:32])(=[O:23])=[O:22])[CH2:10][CH2:9]1)=[O:7])([CH3:4])([CH3:3])[CH3:2]. Given the reactants [C:1]([O:5][C:6]([N:8]1[C:17]2[C:12](=[CH:13][C:14]([C:18](O)=[O:19])=[CH:15][CH:16]=2)[N:11]([S:21]([C:24]2[CH:29]=[C:28]([Cl:30])[CH:27]=[CH:26][C:25]=2[O:31][CH3:32])(=[O:23])=[O:22])[CH2:10][CH2:9]1)=[O:7])([CH3:4])([CH3:3])[CH3:2].C(N(CC)CC)C.N1C(Cl)=NC(Cl)=NC=1Cl.[CH2:49]([O:51][C:52](=[O:60])[C:53]1[CH:58]=[CH:57][C:56]([NH2:59])=[CH:55][CH:54]=1)[CH3:50], predict the reaction product. (2) Given the reactants Cl.[NH2:2][C@@:3]([C:9]1[CH:14]=[C:13](Br)[CH:12]=[CH:11][C:10]=1[F:16])([CH:6]([F:8])[F:7])[CH2:4][OH:5].C([O-])([O-])=O.[K+].[K+].Cl[CH2:24][C:25](Cl)=[O:26], predict the reaction product. The product is: [F:7][CH:6]([F:8])[C@:3]1([C:9]2[CH:14]=[CH:13][CH:12]=[CH:11][C:10]=2[F:16])[NH:2][C:25](=[O:26])[CH2:24][O:5][CH2:4]1. (3) The product is: [NH2:1][C:2]1[CH:3]=[CH:4][C:5]([C:8]2[NH:12][N:11]=[C:10]([C:13]([F:22])([F:21])[C:14]([F:20])([F:19])[C:15]([N:24]([CH3:25])[CH3:23])=[O:17])[N:9]=2)=[CH:6][CH:7]=1. Given the reactants [NH2:1][C:2]1[CH:7]=[CH:6][C:5]([C:8]2[NH:12][N:11]=[C:10]([C:13]([F:22])([F:21])[C:14]([F:20])([F:19])[C:15]([O:17]C)=O)[N:9]=2)=[CH:4][CH:3]=1.[CH3:23][NH:24][CH3:25], predict the reaction product. (4) Given the reactants [OH:1][CH:2]([CH:6]([CH3:8])[CH3:7])[C:3]([OH:5])=[O:4].Br[CH:10]([CH3:14])[C:11](Br)=[O:12].C(N(CC)CC)C, predict the reaction product. The product is: [CH3:14][CH:10]1[O:4][C:3](=[O:5])[CH:2]([CH:6]([CH3:8])[CH3:7])[O:1][C:11]1=[O:12]. (5) Given the reactants [Cl:1]C1C=CC(C2(O)CCN([CH2:14][CH2:15][CH2:16][C:17]([C:19]3[CH:24]=[CH:23][C:22](F)=[CH:21][CH:20]=3)=[O:18])CC2)=CC=1.ClC1C=CC(C(=O)CCCN2CCC(C3C=CC(Cl)=CC=3)(O)CC2)=CC=1.BrC1C=CC(C2(O)CCN(CCCC([C:71]3[CH:76]=[CH:75][C:74]([F:77])=[CH:73][CH:72]=3)=O)CC2)=CC=1.[F:79][C:80]1[CH:85]=[CH:84][C:83]([C:86](=O)[CH2:87][CH2:88][CH2:89][N:90]2[CH2:95][CH2:94][C:93]([OH:106])([C:96]3[CH:101]=[CH:100][CH:99]=[C:98]([C:102]([F:105])([F:104])[F:103])[CH:97]=3)[CH2:92][CH2:91]2)=[CH:82][CH:81]=1.FC1C=CC(C(=O)CCCN2CCC(N3C4C=CC=CC=4NC3=O)CC2)=CC=1.FC1C=CC(C(=O)CCCN2CC=C(N3C4C=CC=CC=4NC3=O)CC2)=CC=1, predict the reaction product. The product is: [CH3:14][CH2:15][CH2:16][C:17](=[O:18])[CH2:19][CH2:20][CH2:21][CH2:22][CH2:23][CH3:24].[F:79][C:80]1[CH:85]=[CH:84][C:83]([CH:86]([C:71]2[CH:76]=[CH:75][C:74]([F:77])=[CH:73][CH:72]=2)[CH2:87][CH2:88][CH2:89][N:90]2[CH2:95][CH2:94][C:93]([C:96]3[CH:101]=[CH:100][C:99]([Cl:1])=[C:98]([C:102]([F:105])([F:104])[F:103])[CH:97]=3)([OH:106])[CH2:92][CH2:91]2)=[CH:82][CH:81]=1. (6) Given the reactants [N+:1]([O-:4])(O)=[O:2].[CH:5]1([C:11]2[CH:16]=[CH:15][C:14]([C:17](=[O:19])[CH3:18])=[CH:13][CH:12]=2)[CH2:10][CH2:9][CH2:8][CH2:7][CH2:6]1, predict the reaction product. The product is: [CH:5]1([C:11]2[CH:12]=[CH:13][C:14]([C:17](=[O:19])[CH3:18])=[CH:15][C:16]=2[N+:1]([O-:4])=[O:2])[CH2:6][CH2:7][CH2:8][CH2:9][CH2:10]1. (7) Given the reactants C(O)(C(F)(F)F)=O.[Cl:8][C:9]1[C:10]([NH:31][C:32]2[CH:37]=[CH:36][CH:35]=[CH:34][C:33]=2[C:38](=[O:41])[NH:39][CH3:40])=[N:11][C:12]([NH:15][C:16]2[CH:17]=[C:18]([CH:28]=[CH:29][CH:30]=2)[CH2:19][NH:20]C(=O)OC(C)(C)C)=[N:13][CH:14]=1, predict the reaction product. The product is: [NH2:20][CH2:19][C:18]1[CH:17]=[C:16]([NH:15][C:12]2[N:11]=[C:10]([NH:31][C:32]3[CH:37]=[CH:36][CH:35]=[CH:34][C:33]=3[C:38]([NH:39][CH3:40])=[O:41])[C:9]([Cl:8])=[CH:14][N:13]=2)[CH:30]=[CH:29][CH:28]=1. (8) The product is: [C:33]([O:32][C:30]([C:29]1[CH:37]=[CH:38][C:26]([C:25]2[C:9]([C:10]([O:12][CH2:13][CH3:14])=[O:11])=[N:8][N:7]([C:1]3[CH:2]=[CH:3][CH:4]=[CH:5][CH:6]=3)[C:24]=2[CH2:51][CH2:52][CH2:53][CH3:54])=[C:27]([C:39]([N:41]2[CH2:50][CH2:49][C:48]3[C:43](=[CH:44][CH:45]=[CH:46][CH:47]=3)[CH2:42]2)=[O:40])[CH:28]=1)=[O:31])([CH3:34])([CH3:35])[CH3:36]. Given the reactants [C:1]1([NH:7]/[N:8]=[CH:9]/[C:10]([O:12][CH2:13][CH3:14])=[O:11])[CH:6]=[CH:5][CH:4]=[CH:3][CH:2]=1.CC(C)([O-])C.[K+].[N+]([C:24]([CH2:51][CH2:52][CH2:53][CH3:54])=[CH:25][C:26]1[CH:38]=[CH:37][C:29]([C:30]([O:32][C:33]([CH3:36])([CH3:35])[CH3:34])=[O:31])=[CH:28][C:27]=1[C:39]([N:41]1[CH2:50][CH2:49][C:48]2[C:43](=[CH:44][CH:45]=[CH:46][CH:47]=2)[CH2:42]1)=[O:40])([O-])=O.C(O)(C(F)(F)F)=O, predict the reaction product. (9) The product is: [N:4]1[CH:5]=[CH:6][N:7]2[C:10]([OH:11])=[CH:9][C:8]([OH:15])=[N:2][C:3]=12. Given the reactants [Na].[NH2:2][C:3]1[NH:4][CH:5]=[CH:6][N:7]=1.[C:8](OCC)(=[O:15])[CH2:9][C:10](OCC)=[O:11], predict the reaction product.